From a dataset of Full USPTO retrosynthesis dataset with 1.9M reactions from patents (1976-2016). Predict the reactants needed to synthesize the given product. (1) Given the product [C:1]([Si:5]([CH3:17])([CH3:16])[N:6]1[C:10]2=[N:11][CH:12]=[C:13]([CH3:15])[CH:14]=[C:9]2[CH:8]=[CH:7]1)([CH3:4])([CH3:3])[CH3:2], predict the reactants needed to synthesize it. The reactants are: [C:1]([Si:5]([CH3:17])([CH3:16])[N:6]1[C:10]2=[N:11][CH:12]=[C:13]([CH3:15])[CH:14]=[C:9]2[CH2:8][CH2:7]1)([CH3:4])([CH3:3])[CH3:2].C(C1C(=O)C(Cl)=C(Cl)C(=O)C=1C#N)#N. (2) Given the product [CH2:1]([N:3]1[C:7]2[C:8]([NH2:12])=[CH:9][CH:10]=[CH:11][C:6]=2[N:5]=[C:4]1[CH3:16])[CH3:2], predict the reactants needed to synthesize it. The reactants are: [CH2:1]([N:3]1[C:7]2[C:8]([NH:12]C(=O)C)=[CH:9][CH:10]=[CH:11][C:6]=2[N:5]=[C:4]1[CH3:16])[CH3:2].[NH4+].[OH-]. (3) Given the product [Br:1][C:2]1[C:6]2[C:7]3[N:8]([CH3:28])[C:9](=[O:27])[N:10]([C:15]4[C:16]([F:26])=[C:17]([O:24][CH3:25])[CH:18]=[C:19]([O:22][CH3:23])[C:20]=4[F:21])[CH2:11][C:12]=3[CH:13]=[N:14][C:5]=2[N:4]([C:29]([O:30][C:31]([CH3:34])([CH3:33])[CH3:32])=[O:35])[CH:3]=1, predict the reactants needed to synthesize it. The reactants are: [Br:1][C:2]1[C:6]2[C:7]3[N:8]([CH3:28])[C:9](=[O:27])[N:10]([C:15]4[C:20]([F:21])=[C:19]([O:22][CH3:23])[CH:18]=[C:17]([O:24][CH3:25])[C:16]=4[F:26])[CH2:11][C:12]=3[CH:13]=[N:14][C:5]=2[NH:4][CH:3]=1.[C:29](=O)([O:35]C(C)(C)C)[O:30][C:31]([CH3:34])([CH3:33])[CH3:32]. (4) Given the product [OH:11][CH2:10][C@@H:7]1[N:3]2[CH2:4][CH2:5][N:6]([C:13]3[C:14]([C:19]#[N:20])=[N:15][CH:16]=[CH:17][N:18]=3)[CH2:1][C@@H:2]2[CH2:9][CH2:8]1, predict the reactants needed to synthesize it. The reactants are: [CH2:1]1[NH:6][CH2:5][CH2:4][N:3]2[C@@H:7]([CH2:10][OH:11])[CH2:8][CH2:9][C@@H:2]12.Cl[C:13]1[C:14]([C:19]#[N:20])=[N:15][CH:16]=[CH:17][N:18]=1.CCN(CC)CC. (5) Given the product [CH3:1][S:2]([OH:5])(=[O:4])=[O:3].[S:6]1[CH:10]=[CH:9][C:8]2[C:11]([N:15]3[CH2:16][CH2:17][N:18]([CH2:21][CH2:22][CH2:23][O:24][C:25]4[CH:34]=[C:33]5[C:28]([CH2:29][CH2:30][N:31]([CH3:36])[C:32]5=[O:35])=[CH:27][CH:26]=4)[CH2:19][CH2:20]3)=[CH:12][CH:13]=[CH:14][C:7]1=2, predict the reactants needed to synthesize it. The reactants are: [CH3:1][S:2]([OH:5])(=[O:4])=[O:3].[S:6]1[CH:10]=[CH:9][C:8]2[C:11]([N:15]3[CH2:20][CH2:19][N:18]([CH2:21][CH2:22][CH2:23][O:24][C:25]4[CH:34]=[C:33]5[C:28]([CH2:29][CH2:30][N:31]([CH3:36])[C:32]5=[O:35])=[CH:27][CH:26]=4)[CH2:17][CH2:16]3)=[CH:12][CH:13]=[CH:14][C:7]1=2. (6) The reactants are: [F:1][C:2]1[CH:7]=[CH:6][CH:5]=[C:4]([F:8])[C:3]=1[NH:9][C:10]([C:12]1[CH:16]=[CH:15][NH:14][N:13]=1)=[O:11].C(=O)([O-])[O-].[K+].[K+].Br[CH2:24][C:25]1[CH:30]=[CH:29][CH:28]=[CH:27][C:26]=1[O:31][CH2:32][CH3:33]. Given the product [F:1][C:2]1[CH:7]=[CH:6][CH:5]=[C:4]([F:8])[C:3]=1[NH:9][C:10]([C:12]1[CH:16]=[CH:15][N:14]([CH2:24][C:25]2[CH:30]=[CH:29][CH:28]=[CH:27][C:26]=2[O:31][CH2:32][CH3:33])[N:13]=1)=[O:11], predict the reactants needed to synthesize it. (7) Given the product [CH3:1][O:2][C:3](=[O:12])[C:4]1[CH:9]=[C:8]([Br:13])[C:7]([NH2:10])=[CH:6][C:5]=1[Cl:11], predict the reactants needed to synthesize it. The reactants are: [CH3:1][O:2][C:3](=[O:12])[C:4]1[CH:9]=[CH:8][C:7]([NH2:10])=[CH:6][C:5]=1[Cl:11].[Br:13]N1C(=O)CCC1=O.C(OCC)(=O)C.